This data is from Forward reaction prediction with 1.9M reactions from USPTO patents (1976-2016). The task is: Predict the product of the given reaction. (1) Given the reactants Cl.[OH:2][C@H:3]1[CH2:7][NH:6][C@H:5]([C:8]([O:10][CH3:11])=[O:9])[CH2:4]1.[C:12](O[C:12]([O:14][C:15]([CH3:18])([CH3:17])[CH3:16])=[O:13])([O:14][C:15]([CH3:18])([CH3:17])[CH3:16])=[O:13], predict the reaction product. The product is: [OH:2][C@H:3]1[CH2:7][N:6]([C:12]([O:14][C:15]([CH3:18])([CH3:17])[CH3:16])=[O:13])[C@H:5]([C:8]([O:10][CH3:11])=[O:9])[CH2:4]1. (2) Given the reactants C(O[C:6]([N:8]1[CH2:13][CH2:12][N:11]([C:14](OC(C)(C)C)=O)[CH2:10][C@@H:9]1[CH2:21][OH:22])=O)(C)(C)C.[H-].[H-].[H-].[H-].[Li+].[Al+3], predict the reaction product. The product is: [CH3:6][N:8]1[CH2:13][CH2:12][N:11]([CH3:14])[CH2:10][C@@H:9]1[CH2:21][OH:22]. (3) The product is: [CH3:19][C:18]([Si:15]([CH3:17])([CH3:16])[O:9][C:5]1[CH:4]=[C:3]([CH:8]=[CH:7][CH:6]=1)[C:1]#[N:2])([CH3:21])[CH3:20]. Given the reactants [C:1]([C:3]1[CH:4]=[C:5]([OH:9])[CH:6]=[CH:7][CH:8]=1)#[N:2].N1C=CN=C1.[Si:15](Cl)([C:18]([CH3:21])([CH3:20])[CH3:19])([CH3:17])[CH3:16], predict the reaction product. (4) Given the reactants [CH2:1]([N:8]1[CH:12]=[C:11](/[CH:13]=[CH:14]/[C:15]([O:17][CH2:18][CH3:19])=[O:16])[C:10]([CH:20]([CH3:22])[CH3:21])=[N:9]1)[C:2]1[CH:7]=[CH:6][CH:5]=[CH:4][CH:3]=1, predict the reaction product. The product is: [CH2:1]([N:8]1[CH:12]=[C:11]([CH2:13][CH2:14][C:15]([O:17][CH2:18][CH3:19])=[O:16])[C:10]([CH:20]([CH3:21])[CH3:22])=[N:9]1)[C:2]1[CH:3]=[CH:4][CH:5]=[CH:6][CH:7]=1.